Dataset: Full USPTO retrosynthesis dataset with 1.9M reactions from patents (1976-2016). Task: Predict the reactants needed to synthesize the given product. (1) Given the product [N:15]1([CH2:21][C:22]#[C:23][C:24]2[CH:29]=[CH:28][C:27]([C:30]([C:34]3[CH:39]=[CH:38][C:37]([C:40]#[C:41][CH2:42][N:43]4[CH2:44][CH2:45][O:46][CH2:47][CH2:48]4)=[CH:36][CH:35]=3)=[CH:31][CH2:32][O:33][C:76]3[CH:77]=[CH:78][C:73]([O:72][CH2:71][C:70]([O:69][CH3:68])=[O:81])=[C:74]([CH3:80])[CH:75]=3)=[CH:26][CH:25]=2)[CH2:16][CH2:17][O:18][CH2:19][CH2:20]1, predict the reactants needed to synthesize it. The reactants are: CC(OC(/N=N/C(OC(C)C)=O)=O)C.[N:15]1([CH2:21][C:22]#[C:23][C:24]2[CH:29]=[CH:28][C:27]([C:30]([C:34]3[CH:39]=[CH:38][C:37]([C:40]#[C:41][CH2:42][N:43]4[CH2:48][CH2:47][O:46][CH2:45][CH2:44]4)=[CH:36][CH:35]=3)=[CH:31][CH2:32][OH:33])=[CH:26][CH:25]=2)[CH2:20][CH2:19][O:18][CH2:17][CH2:16]1.C1(P(C2C=CC=CC=2)C2C=CC=CC=2)C=CC=CC=1.[CH3:68][O:69][C:70](=[O:81])[CH2:71][O:72][C:73]1[CH:78]=[CH:77][C:76](O)=[CH:75][C:74]=1[CH3:80]. (2) The reactants are: [H-].[Na+].[F:3][C:4]([F:10])([F:9])[C:5](OC)=[O:6].[CH3:11][C:12]#[N:13]. Given the product [F:3][C:4]([F:10])([F:9])[C:5](=[O:6])[CH2:11][C:12]#[N:13], predict the reactants needed to synthesize it. (3) Given the product [OH:29][CH2:28][CH2:30][NH:31][C:11]([C:9]1[CH:8]=[CH:7][C:6]2[N:2]([CH3:1])[C:3]([NH:14][C:15]3[S:16][C:17]4[CH:23]=[C:22]([C:24]([F:27])([F:25])[F:26])[CH:21]=[CH:20][C:18]=4[N:19]=3)=[N:4][C:5]=2[CH:10]=1)=[O:13], predict the reactants needed to synthesize it. The reactants are: [CH3:1][N:2]1[C:6]2[CH:7]=[CH:8][C:9]([C:11]([OH:13])=O)=[CH:10][C:5]=2[N:4]=[C:3]1[NH:14][C:15]1[S:16][C:17]2[CH:23]=[C:22]([C:24]([F:27])([F:26])[F:25])[CH:21]=[CH:20][C:18]=2[N:19]=1.[CH2:28]([CH2:30][NH2:31])[OH:29].CN(C(ON1N=NC2C=CC=CC1=2)=[N+](C)C)C.F[P-](F)(F)(F)(F)F.CCN(C(C)C)C(C)C. (4) Given the product [F:1][C:2]1[CH:28]=[CH:27][C:5]([CH2:6][N:7]2[C:12](=[O:13])[C:11]3[C:14]([OH:23])=[C:15]4[C:20](=[O:21])[N:19]([CH3:22])[CH2:18][CH2:17][N:16]4[C:10]=3[C:9]([CH2:25][OH:26])=[N:8]2)=[CH:4][CH:3]=1, predict the reactants needed to synthesize it. The reactants are: [F:1][C:2]1[CH:28]=[CH:27][C:5]([CH2:6][N:7]2[C:12](=[O:13])[C:11]3[C:14]([O:23]C)=[C:15]4[C:20](=[O:21])[N:19]([CH3:22])[CH2:18][CH2:17][N:16]4[C:10]=3[C:9]([CH2:25][OH:26])=[N:8]2)=[CH:4][CH:3]=1.B(Br)(Br)Br.CO. (5) The reactants are: N[C:2]1[C:3]([C:14]2[CH:15]=[C:16]([NH:21][C:22](=[O:33])[C:23]3[CH:28]=[CH:27][CH:26]=[C:25]([C:29]([F:32])([F:31])[F:30])[CH:24]=3)[CH:17]=[CH:18][C:19]=2[Cl:20])=[CH:4][C:5]2[CH:10]=[N:9][C:8]([S:11][CH3:12])=[N:7][C:6]=2[N:13]=1.N([O-])=[O:35].[Na+]. Given the product [Cl:20][C:19]1[CH:18]=[CH:17][C:16]([NH:21][C:22](=[O:33])[C:23]2[CH:28]=[CH:27][CH:26]=[C:25]([C:29]([F:31])([F:30])[F:32])[CH:24]=2)=[CH:15][C:14]=1[C:3]1[C:2](=[O:35])[NH:13][C:6]2[N:7]=[C:8]([S:11][CH3:12])[N:9]=[CH:10][C:5]=2[CH:4]=1, predict the reactants needed to synthesize it. (6) The reactants are: [C:1](=O)(OC(Cl)(Cl)Cl)[O:2]C(Cl)(Cl)Cl.Cl.[NH2:14][C:15]1[C:20]([C:21]([OH:23])=[O:22])=[C:19]([O:24][CH3:25])[C:18]([O:26][CH3:27])=[CH:17][CH:16]=1. Given the product [CH3:25][O:24][C:19]1[C:20]2[C:21](=[O:23])[O:22][C:1](=[O:2])[NH:14][C:15]=2[CH:16]=[CH:17][C:18]=1[O:26][CH3:27], predict the reactants needed to synthesize it. (7) Given the product [NH2:49][C:47](=[O:48])[CH2:46][N:11]1[C:12](=[N:15][S:16]([C:19]2[CH:20]=[CH:21][C:22]([CH3:25])=[CH:23][CH:24]=2)(=[O:18])=[O:17])[CH:13]=[CH:14][C:9]([O:8][C:5]2[CH:6]=[CH:7][C:2]([Cl:1])=[C:3]([NH:26][C:27]([C:29]3[N:33]([CH3:34])[N:32]=[C:31]([CH3:35])[CH:30]=3)=[O:28])[CH:4]=2)=[CH:10]1, predict the reactants needed to synthesize it. The reactants are: [Cl:1][C:2]1[CH:7]=[CH:6][C:5]([O:8][C:9]2[CH:10]=[N:11][C:12]([NH:15][S:16]([C:19]3[CH:24]=[CH:23][C:22]([CH3:25])=[CH:21][CH:20]=3)(=[O:18])=[O:17])=[CH:13][CH:14]=2)=[CH:4][C:3]=1[NH:26][C:27]([C:29]1[N:33]([CH3:34])[N:32]=[C:31]([CH3:35])[CH:30]=1)=[O:28].C(N(CC)C(C)C)(C)C.I[CH2:46][C:47]([NH2:49])=[O:48]. (8) Given the product [C:1]([N:8]1[CH2:13][CH2:12][CH2:11][CH:10]([CH2:14][N:15]([C:16]2[CH:21]=[CH:20][CH:19]=[CH:18][CH:17]=2)[C:27]([C:23]2[S:22][CH:26]=[CH:25][CH:24]=2)=[O:28])[CH2:9]1)([O:3][C:4]([CH3:6])([CH3:7])[CH3:5])=[O:2], predict the reactants needed to synthesize it. The reactants are: [C:1]([N:8]1[CH2:13][CH2:12][CH2:11][CH:10]([CH2:14][NH:15][C:16]2[CH:21]=[CH:20][CH:19]=[CH:18][CH:17]=2)[CH2:9]1)([O:3][C:4]([CH3:7])([CH3:6])[CH3:5])=[O:2].[S:22]1[CH:26]=[CH:25][CH:24]=[C:23]1[C:27](Cl)=[O:28]. (9) The reactants are: Cl[C:2]1[C:7]([CH:8]=[O:9])=[C:6]([NH:10][CH:11]([CH2:14][CH3:15])[CH2:12][CH3:13])[N:5]=[C:4]([S:16][CH3:17])[N:3]=1.[Cl:18][C:19]1[CH:24]=[CH:23][CH:22]=[CH:21][C:20]=1B(O)O. Given the product [Cl:18][C:19]1[CH:24]=[CH:23][CH:22]=[CH:21][C:20]=1[C:2]1[C:7]([CH:8]=[O:9])=[C:6]([NH:10][CH:11]([CH2:14][CH3:15])[CH2:12][CH3:13])[N:5]=[C:4]([S:16][CH3:17])[N:3]=1, predict the reactants needed to synthesize it.